This data is from Catalyst prediction with 721,799 reactions and 888 catalyst types from USPTO. The task is: Predict which catalyst facilitates the given reaction. (1) Reactant: [CH3:1][N:2]1[CH2:7][CH2:6][C:5]([CH2:16][OH:17])([C:8]2[CH:13]=[CH:12][C:11]([Cl:14])=[C:10]([Cl:15])[CH:9]=2)[CH2:4][CH2:3]1.[H-].[Na+].[C:20]([C:22]1[C:23]([O:36][CH3:37])=[C:24]([CH2:34]I)[C:25]2[C:30]([C:31]=1[O:32][CH3:33])=[CH:29][CH:28]=[CH:27][CH:26]=2)#[N:21]. Product: [CH3:1][N:2]1[CH2:3][CH2:4][C:5]([C:8]2[CH:13]=[CH:12][C:11]([Cl:14])=[C:10]([Cl:15])[CH:9]=2)([CH2:16][O:17][CH2:34][C:24]2[C:25]3[C:30](=[CH:29][CH:28]=[CH:27][CH:26]=3)[C:31]([O:32][CH3:33])=[C:22]([C:20]#[N:21])[C:23]=2[O:36][CH3:37])[CH2:6][CH2:7]1. The catalyst class is: 3. (2) Reactant: Br[C:2]1[N:3]=[C:4]([NH:11][CH2:12][CH:13]([CH3:15])[CH3:14])[C:5]2[N:6]([CH:8]=[CH:9][N:10]=2)[CH:7]=1.[C:16]1(B(O)O)[CH:21]=[CH:20][CH:19]=[CH:18][CH:17]=1.C(=O)([O-])[O-].[Na+].[Na+]. Product: [CH3:14][CH:13]([CH3:15])[CH2:12][NH:11][C:4]1[C:5]2[N:6]([CH:8]=[CH:9][N:10]=2)[CH:7]=[C:2]([C:16]2[CH:21]=[CH:20][CH:19]=[CH:18][CH:17]=2)[N:3]=1. The catalyst class is: 11. (3) Reactant: [CH:1]1([N:6]2[C:10]3[N:11]=[C:12]([NH:15][C:16]4[CH:21]=[CH:20][C:19]([N:22]5[CH2:27][CH2:26][NH:25][CH2:24][CH2:23]5)=[CH:18][N:17]=4)[N:13]=[CH:14][C:9]=3[C:8]3[CH:28]=[CH:29][N:30]=[CH:31][C:7]2=3)[CH2:5][CH2:4][CH2:3][CH2:2]1.C(N(CC)C(C)C)(C)C.[C:41](Cl)(=[O:43])[CH3:42]. Product: [C:41]([N:25]1[CH2:26][CH2:27][N:22]([C:19]2[CH:20]=[CH:21][C:16]([NH:15][C:12]3[N:13]=[CH:14][C:9]4[C:8]5[CH:28]=[CH:29][N:30]=[CH:31][C:7]=5[N:6]([CH:1]5[CH2:2][CH2:3][CH2:4][CH2:5]5)[C:10]=4[N:11]=3)=[N:17][CH:18]=2)[CH2:23][CH2:24]1)(=[O:43])[CH3:42]. The catalyst class is: 3. (4) Reactant: [S:1]1[C:5]2[CH2:6][CH2:7][CH2:8][CH2:9][C:4]=2[N:3]=[C:2]1[C:10]1[C:14]([C:15](O)=[O:16])=[CH:13][N:12]([CH2:18][O:19][CH2:20][CH2:21][Si:22]([CH3:25])([CH3:24])[CH3:23])[N:11]=1.[CH3:26][N:27]1[CH2:32][CH2:31][CH:30]([NH2:33])[CH2:29][CH2:28]1.CN(C(ON1N=NC2C=CC=NC1=2)=[N+](C)C)C.F[P-](F)(F)(F)(F)F.CCN(C(C)C)C(C)C. Product: [CH3:26][N:27]1[CH2:32][CH2:31][CH:30]([NH:33][C:15]([C:14]2[C:10]([C:2]3[S:1][C:5]4[CH2:6][CH2:7][CH2:8][CH2:9][C:4]=4[N:3]=3)=[N:11][N:12]([CH2:18][O:19][CH2:20][CH2:21][Si:22]([CH3:23])([CH3:25])[CH3:24])[CH:13]=2)=[O:16])[CH2:29][CH2:28]1. The catalyst class is: 3.